Task: Predict the product of the given reaction.. Dataset: Forward reaction prediction with 1.9M reactions from USPTO patents (1976-2016) (1) Given the reactants [Cl:1][C:2]1[CH:3]=[CH:4][C:5]([C:27]#[N:28])=[C:6]([C:8]2[C:13]([O:14][CH3:15])=[CH:12][N:11]([CH:16]([CH2:20][C:21]3([CH3:25])[CH2:24][O:23][CH2:22]3)[C:17]([OH:19])=O)[C:10](=[O:26])[CH:9]=2)[CH:7]=1.[NH2:29][C:30]1[CH:41]=[CH:40][C:33]([C:34]([O:36][CH2:37][CH:38]=[CH2:39])=[O:35])=[CH:32][CH:31]=1.CC(C)N=C=NC(C)C.C(#N)C.O, predict the reaction product. The product is: [Cl:1][C:2]1[CH:3]=[CH:4][C:5]([C:27]#[N:28])=[C:6]([C:8]2[C:13]([O:14][CH3:15])=[CH:12][N:11]([CH:16]([CH2:20][C:21]3([CH3:25])[CH2:22][O:23][CH2:24]3)[C:17]([NH:29][C:30]3[CH:31]=[CH:32][C:33]([C:34]([O:36][CH2:37][CH:38]=[CH2:39])=[O:35])=[CH:40][CH:41]=3)=[O:19])[C:10](=[O:26])[CH:9]=2)[CH:7]=1. (2) Given the reactants [O:1]1[CH2:6][CH2:5][CH2:4][CH2:3][CH:2]1[CH2:7][N:8]1[CH2:17][CH2:16][C:15]2[C:10](=[CH:11][C:12]([N:18]3[CH2:23][CH2:22][N:21](C(OC(C)(C)C)=O)[CH2:20][CH2:19]3)=[CH:13][CH:14]=2)[C:9]1=[O:31].[F:32][C:33]([F:56])([F:55])[CH2:34][NH:35][C:36]([C:38]1([CH2:51][CH2:52][CH2:53]Br)[C:50]2[CH:49]=[CH:48][CH:47]=[CH:46][C:45]=2[C:44]2[C:39]1=[CH:40][CH:41]=[CH:42][CH:43]=2)=[O:37], predict the reaction product. The product is: [O:1]1[CH2:6][CH2:5][CH2:4][CH2:3][CH:2]1[CH2:7][N:8]1[CH2:17][CH2:16][C:15]2[C:10](=[CH:11][C:12]([N:18]3[CH2:23][CH2:22][N:21]([CH2:53][CH2:52][CH2:51][C:38]4([C:36](=[O:37])[NH:35][CH2:34][C:33]([F:32])([F:55])[F:56])[C:50]5[CH:49]=[CH:48][CH:47]=[CH:46][C:45]=5[C:44]5[C:39]4=[CH:40][CH:41]=[CH:42][CH:43]=5)[CH2:20][CH2:19]3)=[CH:13][CH:14]=2)[C:9]1=[O:31].